Dataset: Peptide-MHC class I binding affinity with 185,985 pairs from IEDB/IMGT. Task: Regression. Given a peptide amino acid sequence and an MHC pseudo amino acid sequence, predict their binding affinity value. This is MHC class I binding data. (1) The peptide sequence is QVKRREGMF. The MHC is HLA-A11:01 with pseudo-sequence HLA-A11:01. The binding affinity (normalized) is 0.0847. (2) The peptide sequence is FMYTKHSMLT. The MHC is HLA-A02:02 with pseudo-sequence HLA-A02:02. The binding affinity (normalized) is 0.712. (3) The peptide sequence is FQTKGLGISY. The MHC is HLA-A11:01 with pseudo-sequence HLA-A11:01. The binding affinity (normalized) is 0. (4) The peptide sequence is QAKKPEVRI. The MHC is HLA-A02:01 with pseudo-sequence HLA-A02:01. The binding affinity (normalized) is 0.0214.